Dataset: Reaction yield outcomes from USPTO patents with 853,638 reactions. Task: Predict the reaction yield, written as a fraction of the theoretical maximum amount of product (1.0 means a 100% yield; for example, 0.34 means a 34% yield). (1) The reactants are C1(P(C2C=CC=CC=2)C2C=CC=CC=2)C=CC=CC=1.O[CH2:21][C:22]([CH2:45][CH3:46])=[CH:23][CH2:24][C:25]1[C:33]([O:34][CH2:35][CH2:36][Si:37]([CH3:40])([CH3:39])[CH3:38])=[C:32]2[C:28]([CH2:29][O:30][C:31]2=[O:41])=[C:27]([CH3:42])[C:26]=1[O:43][CH3:44].C(Br)(Br)(Br)[Br:48]. The catalyst is ClCCl. The product is [Br:48][CH2:21][C:22]([CH2:45][CH3:46])=[CH:23][CH2:24][C:25]1[C:33]([O:34][CH2:35][CH2:36][Si:37]([CH3:40])([CH3:39])[CH3:38])=[C:32]2[C:28]([CH2:29][O:30][C:31]2=[O:41])=[C:27]([CH3:42])[C:26]=1[O:43][CH3:44]. The yield is 0.770. (2) The reactants are [C:1]1([C:7]2[CH:16]=[CH:15][CH:14]=[C:13]3[C:8]=2[C:9]([NH:22][CH2:23][C:24]2[CH:29]=[CH:28][CH:27]=[CH:26][N:25]=2)=[N:10][C:11]([C:17]2([C:20]#[N:21])[CH2:19][CH2:18]2)=[N:12]3)[CH:6]=[CH:5][CH:4]=[CH:3][CH:2]=1. The catalyst is CO.N.[Ni]. The product is [NH2:21][CH2:20][C:17]1([C:11]2[N:10]=[C:9]([NH:22][CH2:23][C:24]3[CH:29]=[CH:28][CH:27]=[CH:26][N:25]=3)[C:8]3[C:13](=[CH:14][CH:15]=[CH:16][C:7]=3[C:1]3[CH:6]=[CH:5][CH:4]=[CH:3][CH:2]=3)[N:12]=2)[CH2:18][CH2:19]1. The yield is 0.630.